Dataset: M1 muscarinic receptor antagonist screen with 61,756 compounds. Task: Binary Classification. Given a drug SMILES string, predict its activity (active/inactive) in a high-throughput screening assay against a specified biological target. (1) The drug is Clc1cc(CSCc2oc(C(=O)NCCCN3CCN(CC3)C)cc2)ccc1. The result is 0 (inactive). (2) The compound is Clc1c(S(=O)(=O)N2CCCCC2)cc(Cl)cc1. The result is 0 (inactive). (3) The drug is O(c1c2c(n(c(=O)c1)C)cccc2)CCCC(=O)NCc1occc1. The result is 0 (inactive). (4) The compound is O=C(NC(C)(C)C)NC(=O)COc1ncccc1. The result is 0 (inactive). (5) The compound is O=c1n([nH]c(c1)CC(OC)=O)c1[nH]c2c(n1)cccc2. The result is 0 (inactive). (6) The compound is S(=O)(=O)(N1C(CCCC1)C(=O)NCc1ncccc1)c1ccc(C(C)(C)C)cc1. The result is 0 (inactive). (7) The result is 0 (inactive). The compound is Clc1cc(N2CC(CC2=O)C(=O)NCCCN2CC(CCC2)C)ccc1F. (8) The molecule is s1c(nn2c(nnc12)c1ccc(F)cc1)c1ccc(OC)cc1. The result is 0 (inactive). (9) The compound is S1(=O)(=O)CC(NS(=O)(=O)c2c3ncccc3ccc2)CC1. The result is 0 (inactive).